From a dataset of Experimentally validated miRNA-target interactions with 360,000+ pairs, plus equal number of negative samples. Binary Classification. Given a miRNA mature sequence and a target amino acid sequence, predict their likelihood of interaction. (1) The miRNA is hsa-miR-320c with sequence AAAAGCUGGGUUGAGAGGGU. The protein sequence of the target gene is MSTLCPPPSPAVAKTEIALSGKSPLLAATFAYWDNILGPRVRHIWAPKTEQVLLSDGEITFLANHTLNGEILRNAESGAIDVKFFVLSEKGVIIVSLIFDGNWNGDRSTYGLSIILPQTELSFYLPLHRVCVDRLTHIIRKGRIWMHKERQENVQKIILEGTERMEDQGQSIIPMLTGEVIPVMELLSSMKSHSVPEEIDIADTVLNDDDIGDSCHEGFLLNAISSHLQTCGCSVVVGSSAEKVNKIVRTLCLFLTPAERKCSRLCEAESSFKYESGLFVQGLLKDSTGSFVLPFRQVMY.... Result: 0 (no interaction). (2) The miRNA is hsa-miR-1307-5p with sequence UCGACCGGACCUCGACCGGCU. The protein sequence of the target gene is MPRGQKSTLHAREKRQQTRGQTQDHQGAQITATNKKKVSFSSPLILGATIQKKSAGRSRSALKKPQRALSTTTSVDVSYKKSYKGANSKIEKKQSFSQGLSSTVQSRTDPLIMKTNMLVQFLMEMYKMKKPIMKADMLKIVQKSHKNCFPEILKKASFNMEVVFGVDLKKVDSTKDSYVLVSKMDLPNNGTVTRGRGFPKTGLLLNLLGVIFMKGNCATEEKIWEFLNKMRIYDGKKHFIFGEPRKLITQDLVKLKYLEYRQVPNSNPARYEFLWGPRAHAETSKMKVLEFWAKVNKTVP.... Result: 0 (no interaction).